From a dataset of Full USPTO retrosynthesis dataset with 1.9M reactions from patents (1976-2016). Predict the reactants needed to synthesize the given product. (1) Given the product [CH2:1]([C:3]1[C:8]([C:9]2[CH:10]=[N:11][C:12]([C:15]3[CH:16]=[N:17][C:18]([O:25][CH:26]([CH3:28])[CH3:27])=[C:19]([C:21]([F:24])([F:22])[F:23])[CH:20]=3)=[N:13][CH:14]=2)=[CH:7][CH:6]=[CH:5][C:4]=1[CH2:29][CH2:30][CH2:31][C:32]([OH:34])=[O:33])[CH3:2], predict the reactants needed to synthesize it. The reactants are: [CH2:1]([C:3]1[C:8]([C:9]2[CH:10]=[N:11][C:12]([C:15]3[CH:16]=[N:17][C:18]([O:25][CH:26]([CH3:28])[CH3:27])=[C:19]([C:21]([F:24])([F:23])[F:22])[CH:20]=3)=[N:13][CH:14]=2)=[CH:7][CH:6]=[CH:5][C:4]=1[CH2:29][CH2:30][CH2:31][C:32]([O:34]CC)=[O:33])[CH3:2].[OH-].[Na+]. (2) Given the product [CH3:1][O:2][C:3]1[CH:35]=[C:34]([O:36][CH3:37])[CH:33]=[CH:32][C:4]=1[CH2:5][N:6]1[C:11]([C:12]2[CH:13]=[C:14]3[C:18](=[CH:19][CH:20]=2)[N:17]([CH3:21])[C:16]([CH2:22][CH2:23][O:24][S:46]([CH3:45])(=[O:48])=[O:47])=[CH:15]3)=[C:10]([CH2:25][CH3:26])[CH:9]=[C:8]([C:27]([O:29][CH3:30])=[O:28])[C:7]1=[O:31], predict the reactants needed to synthesize it. The reactants are: [CH3:1][O:2][C:3]1[CH:35]=[C:34]([O:36][CH3:37])[CH:33]=[CH:32][C:4]=1[CH2:5][N:6]1[C:11]([C:12]2[CH:13]=[C:14]3[C:18](=[CH:19][CH:20]=2)[N:17]([CH3:21])[C:16]([CH2:22][CH2:23][OH:24])=[CH:15]3)=[C:10]([CH2:25][CH3:26])[CH:9]=[C:8]([C:27]([O:29][CH3:30])=[O:28])[C:7]1=[O:31].CCN(CC)CC.[CH3:45][S:46](Cl)(=[O:48])=[O:47]. (3) Given the product [C:10]1([C:16]([C:19]2[CH:24]=[CH:23][CH:22]=[CH:21][CH:20]=2)=[N:17][NH:18][C:2]2[CH:3]=[C:4]([CH:7]=[CH:8][CH:9]=2)[C:5]#[N:6])[CH:11]=[CH:12][CH:13]=[CH:14][CH:15]=1, predict the reactants needed to synthesize it. The reactants are: Br[C:2]1[CH:3]=[C:4]([CH:7]=[CH:8][CH:9]=1)[C:5]#[N:6].[C:10]1([C:16]([C:19]2[CH:24]=[CH:23][CH:22]=[CH:21][CH:20]=2)=[N:17][NH2:18])[CH:15]=[CH:14][CH:13]=[CH:12][CH:11]=1. (4) The reactants are: [C:1]([O:5][C:6]([NH:8][CH:9]([CH2:13][C:14]1[C:19]([CH3:20])=[CH:18][C:17]([OH:21])=[CH:16][C:15]=1[CH3:22])[C:10]([OH:12])=[O:11])=[O:7])([CH3:4])([CH3:3])[CH3:2].[OH-].[Na+].[C:25](OC(=O)C)(=[O:27])[CH3:26].Cl. Given the product [C:25]([O:21][C:17]1[CH:16]=[C:15]([CH3:22])[C:14]([CH2:13][CH:9]([NH:8][C:6]([O:5][C:1]([CH3:4])([CH3:3])[CH3:2])=[O:7])[C:10]([OH:12])=[O:11])=[C:19]([CH3:20])[CH:18]=1)(=[O:27])[CH3:26], predict the reactants needed to synthesize it. (5) The reactants are: [O:1]1[CH:5]=[CH:4][C:3]([N:6](CC2C=CC(OC)=CC=2)[S:7]([C:10]2[CH:11]=[C:12]3[C:17](=[CH:18][CH:19]=2)[N:16]([C:20]2[C:25]([OH:26])=[CH:24][C:23]([C:27]4[CH:32]=[C:31]([F:33])[CH:30]=[C:29]([F:34])[CH:28]=4)=[C:22]([F:35])[CH:21]=2)[C:15](=[O:36])[CH:14]=[CH:13]3)(=[O:9])=[O:8])=[N:2]1.C(=O)([O-])[O-].[K+].[K+].Br[CH:53]([CH3:56])[C:54]#[N:55].O. Given the product [C:54]([CH:53]([O:26][C:25]1[C:20]([N:16]2[C:17]3[C:12](=[CH:11][C:10]([S:7]([NH:6][C:3]4[CH:4]=[CH:5][O:1][N:2]=4)(=[O:8])=[O:9])=[CH:19][CH:18]=3)[CH:13]=[CH:14][C:15]2=[O:36])=[CH:21][C:22]([F:35])=[C:23]([C:27]2[CH:32]=[C:31]([F:33])[CH:30]=[C:29]([F:34])[CH:28]=2)[CH:24]=1)[CH3:56])#[N:55], predict the reactants needed to synthesize it. (6) Given the product [F:1][C:2]1[CH:3]=[C:4]([NH:24][C:25]2[N:40]=[CH:39][CH:38]=[CH:37][C:26]=2[C:27]([NH:29][C:30]2[CH:35]=[CH:34][C:33]([F:36])=[CH:32][CH:31]=2)=[O:28])[CH:5]=[CH:6][C:7]=1[O:8][C:9]1[CH:14]=[CH:13][N:12]=[C:11]2[CH:15]=[C:16]([CH:18]3[CH2:23][CH2:22][N:21]([CH3:45])[CH2:20][CH2:19]3)[S:17][C:10]=12, predict the reactants needed to synthesize it. The reactants are: [F:1][C:2]1[CH:3]=[C:4]([NH:24][C:25]2[N:40]=[CH:39][CH:38]=[CH:37][C:26]=2[C:27]([NH:29][C:30]2[CH:35]=[CH:34][C:33]([F:36])=[CH:32][CH:31]=2)=[O:28])[CH:5]=[CH:6][C:7]=1[O:8][C:9]1[CH:14]=[CH:13][N:12]=[C:11]2[CH:15]=[C:16]([CH:18]3[CH2:23][CH2:22][NH:21][CH2:20][CH2:19]3)[S:17][C:10]=12.C=O.[BH-](OC(C)=O)(OC(C)=O)O[C:45](C)=O.[Na+].Cl.C([O-])([O-])=O.[Na+].[Na+]. (7) The reactants are: C(=O)([O-])[O-].[Cs+].[Cs+].Br[C:8]1[CH:9]=[C:10]([C:14]2[N:23]=[C:17]3[CH:18]=[CH:19][C:20]([CH3:22])=[CH:21][N:16]3[N:15]=2)[CH:11]=[N:12][CH:13]=1.[CH:24]1(B(O)O)[CH2:26][CH2:25]1.C(Cl)Cl. Given the product [CH:24]1([C:8]2[CH:9]=[C:10]([C:14]3[N:23]=[C:17]4[CH:18]=[CH:19][C:20]([CH3:22])=[CH:21][N:16]4[N:15]=3)[CH:11]=[N:12][CH:13]=2)[CH2:26][CH2:25]1, predict the reactants needed to synthesize it. (8) Given the product [NH:8]1[CH2:13][CH2:12][CH:11]([C:14]2[C:22]3[C:17](=[CH:18][CH:19]=[C:20]([C:23]#[N:24])[CH:21]=3)[NH:16][CH:15]=2)[CH2:10][CH2:9]1, predict the reactants needed to synthesize it. The reactants are: C(OC([N:8]1[CH2:13][CH2:12][CH:11]([C:14]2[C:22]3[C:17](=[CH:18][CH:19]=[C:20]([C:23]#[N:24])[CH:21]=3)[NH:16][CH:15]=2)[CH2:10][CH2:9]1)=O)(C)(C)C.Cl.O1CCOCC1. (9) The reactants are: Cl.[NH2:2][C@@H:3]1[CH2:8][CH2:7][CH2:6][CH2:5][C@H:4]1[OH:9].[C:10]([O:14][C:15]([C:17]1[C:18]([C:37](O)=[O:38])=[N:19][C:20]([C:30]2[CH:35]=[CH:34][C:33]([Cl:36])=[CH:32][CH:31]=2)=[C:21]([C:23]2[CH:28]=[CH:27][C:26]([Cl:29])=[CH:25][CH:24]=2)[N:22]=1)=[O:16])([CH3:13])([CH3:12])[CH3:11].C(N(CC)CC)C.C1CN([P+](ON2N=NC3C=CC=CC2=3)(N2CCCC2)N2CCCC2)CC1.F[P-](F)(F)(F)(F)F. Given the product [Cl:36][C:33]1[CH:32]=[CH:31][C:30]([C:20]2[N:19]=[C:18]([C:37]([NH:2][C@@H:3]3[CH2:8][CH2:7][CH2:6][CH2:5][C@H:4]3[OH:9])=[O:38])[C:17]([C:15]([O:14][C:10]([CH3:11])([CH3:13])[CH3:12])=[O:16])=[N:22][C:21]=2[C:23]2[CH:28]=[CH:27][C:26]([Cl:29])=[CH:25][CH:24]=2)=[CH:35][CH:34]=1, predict the reactants needed to synthesize it.